The task is: Regression. Given two drug SMILES strings and cell line genomic features, predict the synergy score measuring deviation from expected non-interaction effect.. This data is from NCI-60 drug combinations with 297,098 pairs across 59 cell lines. (1) Drug 1: CC1=C(C=C(C=C1)NC2=NC=CC(=N2)N(C)C3=CC4=NN(C(=C4C=C3)C)C)S(=O)(=O)N.Cl. Drug 2: C1=C(C(=O)NC(=O)N1)F. Cell line: UACC-257. Synergy scores: CSS=22.2, Synergy_ZIP=-2.10, Synergy_Bliss=3.27, Synergy_Loewe=1.90, Synergy_HSA=2.86. (2) Drug 1: CC1=C(C=C(C=C1)NC2=NC=CC(=N2)N(C)C3=CC4=NN(C(=C4C=C3)C)C)S(=O)(=O)N.Cl. Drug 2: CC1=C(C(=CC=C1)Cl)NC(=O)C2=CN=C(S2)NC3=CC(=NC(=N3)C)N4CCN(CC4)CCO. Cell line: RPMI-8226. Synergy scores: CSS=3.37, Synergy_ZIP=1.04, Synergy_Bliss=-3.54, Synergy_Loewe=-13.9, Synergy_HSA=-10.6. (3) Drug 1: CN1CCC(CC1)COC2=C(C=C3C(=C2)N=CN=C3NC4=C(C=C(C=C4)Br)F)OC. Drug 2: COC1=CC(=CC(=C1O)OC)C2C3C(COC3=O)C(C4=CC5=C(C=C24)OCO5)OC6C(C(C7C(O6)COC(O7)C8=CC=CS8)O)O. Cell line: HOP-92. Synergy scores: CSS=49.1, Synergy_ZIP=-0.814, Synergy_Bliss=-0.634, Synergy_Loewe=1.15, Synergy_HSA=2.78. (4) Drug 1: C1CN1P(=S)(N2CC2)N3CC3. Drug 2: C1=NNC2=C1C(=O)NC=N2. Cell line: IGROV1. Synergy scores: CSS=5.82, Synergy_ZIP=-1.49, Synergy_Bliss=-0.470, Synergy_Loewe=-3.64, Synergy_HSA=-0.405. (5) Cell line: RXF 393. Drug 2: CCN(CC)CCCC(C)NC1=C2C=C(C=CC2=NC3=C1C=CC(=C3)Cl)OC. Drug 1: CCN(CC)CCNC(=O)C1=C(NC(=C1C)C=C2C3=C(C=CC(=C3)F)NC2=O)C. Synergy scores: CSS=12.6, Synergy_ZIP=-4.60, Synergy_Bliss=-1.85, Synergy_Loewe=-7.04, Synergy_HSA=-4.32. (6) Drug 1: CS(=O)(=O)C1=CC(=C(C=C1)C(=O)NC2=CC(=C(C=C2)Cl)C3=CC=CC=N3)Cl. Cell line: HCT116. Drug 2: C1=CC(=CC=C1CCC2=CNC3=C2C(=O)NC(=N3)N)C(=O)NC(CCC(=O)O)C(=O)O. Synergy scores: CSS=51.9, Synergy_ZIP=3.30, Synergy_Bliss=-0.183, Synergy_Loewe=-12.2, Synergy_HSA=-0.590. (7) Drug 1: CC1OCC2C(O1)C(C(C(O2)OC3C4COC(=O)C4C(C5=CC6=C(C=C35)OCO6)C7=CC(=C(C(=C7)OC)O)OC)O)O. Drug 2: C1=NC2=C(N=C(N=C2N1C3C(C(C(O3)CO)O)O)F)N. Cell line: SF-295. Synergy scores: CSS=44.8, Synergy_ZIP=-1.18, Synergy_Bliss=-0.189, Synergy_Loewe=-22.2, Synergy_HSA=-0.229.